Dataset: Peptide-MHC class I binding affinity with 185,985 pairs from IEDB/IMGT. Task: Regression. Given a peptide amino acid sequence and an MHC pseudo amino acid sequence, predict their binding affinity value. This is MHC class I binding data. (1) The peptide sequence is FTVIALFLAH. The MHC is HLA-B35:01 with pseudo-sequence HLA-B35:01. The binding affinity (normalized) is 0.401. (2) The peptide sequence is SYIRYFTVF. The MHC is HLA-B51:01 with pseudo-sequence HLA-B51:01. The binding affinity (normalized) is 0.0847. (3) The peptide sequence is EELSMMYESL. The MHC is HLA-B40:01 with pseudo-sequence HLA-B40:01. The binding affinity (normalized) is 0.371. (4) The peptide sequence is RVYAELAAL. The MHC is HLA-B48:01 with pseudo-sequence HLA-B48:01. The binding affinity (normalized) is 0.639. (5) The peptide sequence is GDNEIEYGF. The MHC is HLA-B40:01 with pseudo-sequence HLA-B40:01. The binding affinity (normalized) is 0.154. (6) The peptide sequence is PFLPLLPIF. The MHC is Patr-A0701 with pseudo-sequence Patr-A0701. The binding affinity (normalized) is 0.200.